Dataset: Forward reaction prediction with 1.9M reactions from USPTO patents (1976-2016). Task: Predict the product of the given reaction. (1) Given the reactants [C@@H:1]12[CH2:6][C@@H:5]1[CH2:4][NH:3][C@@H:2]2[CH2:7][NH:8][C:9]([C:11]1[CH:12]=[CH:13][CH:14]=[C:15]2[O:19][CH:18]=[CH:17][C:16]=12)=[O:10].[NH2:20][C:21]1[S:22][C:23]([C:29]2[CH:34]=[CH:33][CH:32]=[C:31]([F:35])[CH:30]=2)=[C:24]([C:26](O)=[O:27])[N:25]=1, predict the reaction product. The product is: [NH2:20][C:21]1[S:22][C:23]([C:29]2[CH:34]=[CH:33][CH:32]=[C:31]([F:35])[CH:30]=2)=[C:24]([C:26]([N:3]2[CH2:4][C@@H:5]3[C@@H:1]([CH2:6]3)[C@H:2]2[CH2:7][NH:8][C:9]([C:11]2[CH:12]=[CH:13][CH:14]=[C:15]3[O:19][CH:18]=[CH:17][C:16]=23)=[O:10])=[O:27])[N:25]=1. (2) Given the reactants C1(C)C=CC(S(Cl)(=O)=O)=CC=1.[F:12][C:13]([F:28])([F:27])[O:14][C:15]1[CH:23]=[C:22]2[C:18]([C:19]([C:24]([OH:26])=[O:25])=[N:20][NH:21]2)=[CH:17][CH:16]=1.[N:29]12[CH2:36][CH2:35][CH:32]([CH2:33][CH2:34]1)[C@H:31](O)[CH2:30]2, predict the reaction product. The product is: [F:28][C:13]([F:12])([F:27])[O:14][C:15]1[CH:23]=[C:22]2[C:18]([C:19]([C:24]([O:26][C@H:31]3[CH:32]4[CH2:35][CH2:36][N:29]([CH2:34][CH2:33]4)[CH2:30]3)=[O:25])=[N:20][NH:21]2)=[CH:17][CH:16]=1. (3) Given the reactants [C:1]12[C:10](=[O:11])[O:9][C:7](=[O:8])[C:2]=1[CH2:3][CH2:4][CH2:5][CH2:6]2.[BH4-].[Na+].Cl, predict the reaction product. The product is: [OH:11][CH:10]1[C:1]2[CH2:6][CH2:5][CH2:4][CH2:3][C:2]=2[C:7](=[O:8])[O:9]1. (4) Given the reactants [H-].[Na+].[F:3][C:4]1[CH:5]=[C:6]([NH:13][C:14]2[CH:15]=[N:16][CH:17]=[N:18][CH:19]=2)[CH:7]=[C:8]([N+:10]([O-:12])=[O:11])[CH:9]=1.[CH3:20]I, predict the reaction product. The product is: [F:3][C:4]1[CH:5]=[C:6]([N:13]([CH3:20])[C:14]2[CH:19]=[N:18][CH:17]=[N:16][CH:15]=2)[CH:7]=[C:8]([N+:10]([O-:12])=[O:11])[CH:9]=1. (5) Given the reactants [NH:1]1[CH2:5][CH2:4][C@@H:3]([NH:6][C:7](=[O:13])[O:8][C:9]([CH3:12])([CH3:11])[CH3:10])[CH2:2]1.[CH3:14][C:15]([O:18][C:19]([N:21]([C:36]([O:38][C:39]([CH3:42])([CH3:41])[CH3:40])=[O:37])[C:22]1[CH:32]=[C:31]([CH2:33]Br)[C:30]([Br:35])=[CH:29][C:23]=1[C:24]([O:26][CH2:27][CH3:28])=[O:25])=[O:20])([CH3:17])[CH3:16].C(=O)([O-])[O-].[K+].[K+].O, predict the reaction product. The product is: [CH3:42][C:39]([O:38][C:36]([N:21]([C:19]([O:18][C:15]([CH3:14])([CH3:17])[CH3:16])=[O:20])[C:22]1[CH:32]=[C:31]([CH2:33][N:1]2[CH2:5][CH2:4][C@@H:3]([NH:6][C:7]([O:8][C:9]([CH3:10])([CH3:12])[CH3:11])=[O:13])[CH2:2]2)[C:30]([Br:35])=[CH:29][C:23]=1[C:24]([O:26][CH2:27][CH3:28])=[O:25])=[O:37])([CH3:40])[CH3:41]. (6) Given the reactants C[Si](C)(C)N[Si](C)(C)C.C([Li])CCC.[CH3:15][C:16]([C:18]1[CH:19]=[CH:20][C:21]([OH:25])=[CH:22][C:23]=1[OH:24])=[O:17].C(O[C:29](=O)[C:30]1[CH:35]=[CH:34][C:33]([O:36][CH2:37][C:38]2[CH:43]=[CH:42][CH:41]=[CH:40][CH:39]=2)=[C:32]([O:44][CH2:45][C:46]2[CH:51]=[CH:50][CH:49]=[CH:48][CH:47]=2)[CH:31]=1)C.Cl, predict the reaction product. The product is: [CH2:45]([O:44][C:32]1[CH:31]=[C:30]([CH:35]=[CH:34][C:33]=1[O:36][CH2:37][C:38]1[CH:43]=[CH:42][CH:41]=[CH:40][CH:39]=1)[C:29]1[O:24][C:23]2[C:18]([C:16](=[O:17])[CH:15]=1)=[CH:19][CH:20]=[C:21]([OH:25])[CH:22]=2)[C:46]1[CH:47]=[CH:48][CH:49]=[CH:50][CH:51]=1.